Predict the reactants needed to synthesize the given product. From a dataset of Full USPTO retrosynthesis dataset with 1.9M reactions from patents (1976-2016). (1) Given the product [Cl-:3].[Cl:5][CH2:13][CH2:12][NH2+:11][CH2:10][CH2:9][NH+:8]([CH2:15][CH3:16])[CH2:6][CH3:7].[Cl-:3], predict the reactants needed to synthesize it. The reactants are: S(Cl)([Cl:3])=O.[Cl-:5].[CH2:6]([NH+:8]([CH2:15][CH3:16])[CH2:9][CH2:10][NH2+:11][CH2:12][CH2:13]O)[CH3:7].[Cl-]. (2) Given the product [Br:32][C:31]([Br:33])=[CH:10][C:8]1[CH:7]=[CH:6][C:5]2[O:1][CH2:2][O:3][C:4]=2[CH:9]=1, predict the reactants needed to synthesize it. The reactants are: [O:1]1[C:5]2[CH:6]=[CH:7][C:8]([CH:10]=O)=[CH:9][C:4]=2[O:3][CH2:2]1.C1C=CC(P(C2C=CC=CC=2)C2C=CC=CC=2)=CC=1.[C:31](Br)(Br)([Br:33])[Br:32]. (3) Given the product [CH3:34][CH:35]([CH3:36])[CH2:40][CH2:32][NH:33][C:29]([C:26]1[N:27]=[CH:28][C:23]([NH:22][C:20]([N:12]2[CH2:11][C:19]3[C:14](=[CH:15][CH:16]=[CH:17][CH:18]=3)[CH2:13]2)=[O:21])=[CH:24][CH:25]=1)=[O:31], predict the reactants needed to synthesize it. The reactants are: C1(CCCN)C=CC=CC=1.[CH2:11]1[C:19]2[C:14](=[CH:15][CH:16]=[CH:17][CH:18]=2)[CH2:13][N:12]1[C:20]([NH:22][C:23]1[CH:24]=[CH:25][C:26]([C:29]([OH:31])=O)=[N:27][CH:28]=1)=[O:21].[CH2:32]1[C:40]2[C:35](=[CH:36]C=CC=2)[CH2:34][N:33]1C(NC1C=CC(C(O)=O)=CC=1)=O. (4) Given the product [Cl:9][C:5]1[C:6]([O:8][CH2:13][CH2:14][O:15][CH2:16][CH2:17][O:18][CH2:19][CH2:20][O:21][CH3:22])=[CH:7][C:2]([NH2:1])=[CH:3][C:4]=1[O:10][CH3:11], predict the reactants needed to synthesize it. The reactants are: [NH2:1][C:2]1[CH:3]=[C:4]([O:10][CH3:11])[C:5]([Cl:9])=[C:6]([OH:8])[CH:7]=1.Br[CH2:13][CH2:14][O:15][CH2:16][CH2:17][O:18][CH2:19][CH2:20][O:21][CH3:22].[I-].[Na+].C([O-])([O-])=O.[K+].[K+]. (5) Given the product [CH3:7][C@H:8]1[CH2:13][CH2:12][CH2:11][C@@H:10]([CH3:14])[N:9]1[C:2]([O:4][CH2:5][Cl:6])=[O:3], predict the reactants needed to synthesize it. The reactants are: Cl[C:2]([O:4][CH2:5][Cl:6])=[O:3].[CH3:7][C@H:8]1[CH2:13][CH2:12][CH2:11][C@@H:10]([CH3:14])[NH:9]1.Cl. (6) The reactants are: [CH3:1][C@@H:2]1[CH2:10][C:9]2[C:4](=[CH:5][CH:6]=[C:7]([NH2:11])[CH:8]=2)[NH:3]1.[CH2:12]([CH2:16][C:17](=O)[CH3:18])[C:13]([CH3:15])=O.C1(C)C=CC(S(O)(=O)=O)=CC=1. Given the product [CH3:18][C:17]1[N:11]([C:7]2[CH:8]=[C:9]3[C:4](=[CH:5][CH:6]=2)[NH:3][C@H:2]([CH3:1])[CH2:10]3)[C:13]([CH3:15])=[CH:12][CH:16]=1, predict the reactants needed to synthesize it. (7) Given the product [Cl:1][C:2]1[C:11]2[C:6](=[CH:7][CH:8]=[C:9]([Cl:12])[CH:10]=2)[N:5]=[C:4]([N:13]2[CH2:19][CH2:18][CH2:17][C:16]3[CH:20]=[C:21]([C:24]([N:29]([CH3:30])[CH3:28])=[O:25])[CH:22]=[CH:23][C:15]=3[CH2:14]2)[CH:3]=1, predict the reactants needed to synthesize it. The reactants are: [Cl:1][C:2]1[C:11]2[C:6](=[CH:7][CH:8]=[C:9]([Cl:12])[CH:10]=2)[N:5]=[C:4]([N:13]2[CH2:19][CH2:18][CH2:17][C:16]3[CH:20]=[C:21]([C:24](O)=[O:25])[CH:22]=[CH:23][C:15]=3[CH2:14]2)[CH:3]=1.Cl.[CH3:28][NH:29][CH3:30].C(N(CC)CC)C.F[P-](F)(F)(F)(F)F.N1(OC(N(C)C)=[N+](C)C)C2N=CC=CC=2N=N1. (8) Given the product [Cl:15][C:16]1[CH:21]=[CH:20][C:19]([C:2]2[CH:3]=[N:4][CH:5]=[C:6]3[C:11]=2[N:10]=[C:9]([C:12]([NH2:14])=[O:13])[CH:8]=[CH:7]3)=[CH:18][C:17]=1[F:25], predict the reactants needed to synthesize it. The reactants are: Br[C:2]1[CH:3]=[N:4][CH:5]=[C:6]2[C:11]=1[N:10]=[C:9]([C:12]([NH2:14])=[O:13])[CH:8]=[CH:7]2.[Cl:15][C:16]1[CH:21]=[CH:20][C:19](B(O)O)=[CH:18][C:17]=1[F:25]. (9) The reactants are: [Cl:1][C:2]1[CH:3]=[C:4]([NH2:20])[CH:5]=[C:6]([Cl:19])[C:7]=1[S:8][C:9]1[N:10]=[N:11][C:12](Cl)=[C:13]([CH:15]([CH3:17])[CH3:16])[CH:14]=1.[C:21]([O-])(=[O:23])[CH3:22].[Na+].[OH-:26].[Na+]. Given the product [Cl:1][C:2]1[CH:3]=[C:4]([NH:20][C:21](=[O:23])[CH3:22])[CH:5]=[C:6]([Cl:19])[C:7]=1[S:8][C:9]1[CH:14]=[C:13]([CH:15]([CH3:17])[CH3:16])[C:12](=[O:26])[NH:11][N:10]=1, predict the reactants needed to synthesize it. (10) Given the product [Br:19][C:20]1[CH:21]=[C:22]([O:27][CH3:28])[C:23]([NH:26][C:13](=[O:15])[C:12]2[CH:16]=[CH:17][CH:18]=[C:10]([S:7]([N:1]3[CH2:2][CH2:3][CH2:4][CH2:5][CH2:6]3)(=[O:8])=[O:9])[CH:11]=2)=[N:24][CH:25]=1, predict the reactants needed to synthesize it. The reactants are: [N:1]1([S:7]([C:10]2[CH:11]=[C:12]([CH:16]=[CH:17][CH:18]=2)[C:13]([OH:15])=O)(=[O:9])=[O:8])[CH2:6][CH2:5][CH2:4][CH2:3][CH2:2]1.[Br:19][C:20]1[CH:21]=[C:22]([O:27][CH3:28])[C:23]([NH2:26])=[N:24][CH:25]=1.